From a dataset of NCI-60 drug combinations with 297,098 pairs across 59 cell lines. Regression. Given two drug SMILES strings and cell line genomic features, predict the synergy score measuring deviation from expected non-interaction effect. (1) Drug 1: CC12CCC3C(C1CCC2=O)CC(=C)C4=CC(=O)C=CC34C. Drug 2: CC1=C(C(=CC=C1)Cl)NC(=O)C2=CN=C(S2)NC3=CC(=NC(=N3)C)N4CCN(CC4)CCO. Cell line: SK-OV-3. Synergy scores: CSS=26.4, Synergy_ZIP=1.12, Synergy_Bliss=1.42, Synergy_Loewe=-1.19, Synergy_HSA=4.12. (2) Drug 1: CC(CN1CC(=O)NC(=O)C1)N2CC(=O)NC(=O)C2. Drug 2: COC1=CC(=CC(=C1O)OC)C2C3C(COC3=O)C(C4=CC5=C(C=C24)OCO5)OC6C(C(C7C(O6)COC(O7)C8=CC=CS8)O)O. Cell line: HCC-2998. Synergy scores: CSS=19.7, Synergy_ZIP=-4.13, Synergy_Bliss=-3.84, Synergy_Loewe=-18.6, Synergy_HSA=-2.52. (3) Drug 1: C1=CC=C(C(=C1)C(C2=CC=C(C=C2)Cl)C(Cl)Cl)Cl. Drug 2: CC(C)(C#N)C1=CC(=CC(=C1)CN2C=NC=N2)C(C)(C)C#N. Cell line: HCT116. Synergy scores: CSS=6.65, Synergy_ZIP=6.82, Synergy_Bliss=11.5, Synergy_Loewe=3.31, Synergy_HSA=3.26. (4) Drug 1: CCC(=C(C1=CC=CC=C1)C2=CC=C(C=C2)OCCN(C)C)C3=CC=CC=C3.C(C(=O)O)C(CC(=O)O)(C(=O)O)O. Drug 2: CC1C(C(CC(O1)OC2CC(OC(C2O)C)OC3=CC4=CC5=C(C(=O)C(C(C5)C(C(=O)C(C(C)O)O)OC)OC6CC(C(C(O6)C)O)OC7CC(C(C(O7)C)O)OC8CC(C(C(O8)C)O)(C)O)C(=C4C(=C3C)O)O)O)O. Cell line: A498. Synergy scores: CSS=31.1, Synergy_ZIP=10.7, Synergy_Bliss=6.47, Synergy_Loewe=-31.2, Synergy_HSA=4.98. (5) Drug 1: C1CC(C1)(C(=O)O)C(=O)O.[NH2-].[NH2-].[Pt+2]. Drug 2: C(CN)CNCCSP(=O)(O)O. Cell line: K-562. Synergy scores: CSS=3.09, Synergy_ZIP=7.04, Synergy_Bliss=9.92, Synergy_Loewe=-2.17, Synergy_HSA=2.57. (6) Drug 1: C1CCC(C1)C(CC#N)N2C=C(C=N2)C3=C4C=CNC4=NC=N3. Drug 2: CC1C(C(CC(O1)OC2CC(CC3=C2C(=C4C(=C3O)C(=O)C5=C(C4=O)C(=CC=C5)OC)O)(C(=O)CO)O)N)O.Cl. Cell line: U251. Synergy scores: CSS=40.0, Synergy_ZIP=3.73, Synergy_Bliss=3.44, Synergy_Loewe=-24.7, Synergy_HSA=3.92.